Dataset: Catalyst prediction with 721,799 reactions and 888 catalyst types from USPTO. Task: Predict which catalyst facilitates the given reaction. (1) Reactant: [NH:1]1[CH:5]=[CH:4][CH:3]=[C:2]1[C:6]#[N:7].C[O-].[Na+].O.[NH2:12][NH2:13]. Product: [NH:1]1[CH:5]=[CH:4][CH:3]=[C:2]1[C:6](=[N:12][NH2:13])[NH2:7]. The catalyst class is: 40. (2) Reactant: [CH2:1]([C:5]1[C:9]([CH2:10][O:11][C:12]2[CH:13]=[C:14]([C:18]([OH:20])=O)[N:15]([CH3:17])[N:16]=2)=[C:8]([CH2:21][OH:22])[O:7][N:6]=1)[CH2:2][CH2:3][CH3:4].F[B-](F)(F)F.N1(OC(N(C)C)=[N+](C)C)C2C=CC=CC=2N=N1.C(N(CC)C(C)C)(C)C.Cl.[F:55][C:56]([F:60])([F:59])[CH2:57][NH2:58]. Product: [F:55][C:56]([F:60])([F:59])[CH2:57][NH:58][C:18]([C:14]1[N:15]([CH3:17])[N:16]=[C:12]([O:11][CH2:10][C:9]2[C:5]([CH2:1][CH2:2][CH2:3][CH3:4])=[N:6][O:7][C:8]=2[CH2:21][OH:22])[CH:13]=1)=[O:20]. The catalyst class is: 3.